Task: Predict the product of the given reaction.. Dataset: Forward reaction prediction with 1.9M reactions from USPTO patents (1976-2016) The product is: [C:1]([O:5][C:6](=[O:26])[NH:7][CH:8]([C:15]1[CH:16]=[CH:17][C:18]([O:21][C:22]([F:25])([F:23])[F:24])=[CH:19][CH:20]=1)[C:9](=[O:10])[CH2:27][CH3:28])([CH3:3])([CH3:4])[CH3:2]. Given the reactants [C:1]([O:5][C:6](=[O:26])[NH:7][CH:8]([C:15]1[CH:20]=[CH:19][C:18]([O:21][C:22]([F:25])([F:24])[F:23])=[CH:17][CH:16]=1)[C:9](N(OC)C)=[O:10])([CH3:4])([CH3:3])[CH3:2].[CH2:27]([Mg]Br)[CH3:28].C(OCC)C.Cl, predict the reaction product.